The task is: Predict the reactants needed to synthesize the given product.. This data is from Full USPTO retrosynthesis dataset with 1.9M reactions from patents (1976-2016). Given the product [F:49][C:37]([F:36])([F:50])[C:38]1[CH:39]=[C:40]([C:44]([N:46]=[C:47]=[S:48])=[O:45])[CH:41]=[CH:42][CH:43]=1.[CH3:14][O:15][C:16]1[CH:17]=[C:18]2[C:23](=[CH:24][C:25]=1[O:26][CH3:27])[N:22]=[CH:21][N:20]=[C:19]2[O:28][C:29]1[CH:35]=[CH:34][C:32]([NH:33][C:47]([NH:46][C:44](=[O:45])[C:40]2[CH:41]=[CH:42][CH:43]=[C:38]([C:37]([F:36])([F:50])[F:49])[CH:39]=2)=[S:48])=[CH:31][CH:30]=1, predict the reactants needed to synthesize it. The reactants are: FC(F)(F)C1C=C(C(Cl)=O)C=CC=1.[CH3:14][O:15][C:16]1[CH:17]=[C:18]2[C:23](=[CH:24][C:25]=1[O:26][CH3:27])[N:22]=[CH:21][N:20]=[C:19]2[O:28][C:29]1[CH:35]=[CH:34][C:32]([NH2:33])=[CH:31][CH:30]=1.[F:36][C:37]([F:50])([F:49])[C:38]1[CH:39]=[C:40]([C:44]([N:46]=[C:47]=[S:48])=[O:45])[CH:41]=[CH:42][CH:43]=1.